This data is from Catalyst prediction with 721,799 reactions and 888 catalyst types from USPTO. The task is: Predict which catalyst facilitates the given reaction. (1) Product: [C:39]1([S:45]([OH:48])(=[O:47])=[O:46])[CH:44]=[CH:43][CH:42]=[CH:41][CH:40]=1.[C:1]([N:4]1[CH2:9][CH2:8][N:7]([C:10]2[N:11]([CH2:32][C:33]([F:36])([F:35])[F:34])[C:12]3[C:17]([N:18]=2)=[C:16]([N:19]2[CH2:20][CH2:21][O:22][CH2:23][CH2:24]2)[N:15]=[C:14]([C:25]2[CH:26]=[N:27][C:28]([NH2:31])=[N:29][CH:30]=2)[N:13]=3)[CH2:6][C@@H:5]1[CH3:37])(=[O:3])[CH3:2]. The catalyst class is: 8. Reactant: [C:1]([N:4]1[CH2:9][CH2:8][N:7]([C:10]2[N:11]([CH2:32][C:33]([F:36])([F:35])[F:34])[C:12]3[C:17]([N:18]=2)=[C:16]([N:19]2[CH2:24][CH2:23][O:22][CH2:21][CH2:20]2)[N:15]=[C:14]([C:25]2[CH:26]=[N:27][C:28]([NH2:31])=[N:29][CH:30]=2)[N:13]=3)[CH2:6][C@@H:5]1[CH3:37])(=[O:3])[CH3:2].O.[C:39]1([S:45]([OH:48])(=[O:47])=[O:46])[CH:44]=[CH:43][CH:42]=[CH:41][CH:40]=1. (2) Reactant: [C:9](O[C:9]([O:11][C:12]([CH3:15])([CH3:14])[CH3:13])=[O:10])([O:11][C:12]([CH3:15])([CH3:14])[CH3:13])=[O:10].[NH:16]1[CH2:21][CH2:20][CH2:19][CH:18]([CH2:22][OH:23])[CH2:17]1.[OH-].[Na+].C(Cl)Cl. Product: [OH:23][CH2:22][CH:18]1[CH2:19][CH2:20][CH2:21][N:16]([C:9]([O:11][C:12]([CH3:13])([CH3:14])[CH3:15])=[O:10])[CH2:17]1. The catalyst class is: 6. (3) Reactant: [NH:1]1[CH2:6][CH2:5][NH:4][CH2:3][CH2:2]1.Br[C:8]1[CH:13]=[CH:12][N:11]=[CH:10][CH:9]=1. Product: [N:11]1[CH:12]=[CH:13][C:8]([N:1]2[CH2:6][CH2:5][NH:4][CH2:3][CH2:2]2)=[CH:9][CH:10]=1. The catalyst class is: 6.